From a dataset of Reaction yield outcomes from USPTO patents with 853,638 reactions. Predict the reaction yield, written as a fraction of the theoretical maximum amount of product (1.0 means a 100% yield; for example, 0.34 means a 34% yield). The reactants are [CH3:1][C:2]1([CH3:20])[C:6]([CH3:8])([CH3:7])[O:5][B:4]([C:9]2[CH:14]=[CH:13][CH:12]=[CH:11][C:10]=2[NH:15][S:16]([CH3:19])(=[O:18])=[O:17])[O:3]1.[C:21]([O-])([O-])=O.[K+].[K+].CC(C)=O.IC. The catalyst is C(OCC)(=O)C. The product is [CH3:21][N:15]([C:10]1[CH:11]=[CH:12][CH:13]=[CH:14][C:9]=1[B:4]1[O:3][C:2]([CH3:20])([CH3:1])[C:6]([CH3:7])([CH3:8])[O:5]1)[S:16]([CH3:19])(=[O:18])=[O:17]. The yield is 0.880.